From a dataset of Merck oncology drug combination screen with 23,052 pairs across 39 cell lines. Regression. Given two drug SMILES strings and cell line genomic features, predict the synergy score measuring deviation from expected non-interaction effect. (1) Drug 1: CCC1(O)C(=O)OCc2c1cc1n(c2=O)Cc2cc3c(CN(C)C)c(O)ccc3nc2-1. Drug 2: CCc1cnn2c(NCc3ccc[n+]([O-])c3)cc(N3CCCCC3CCO)nc12. Cell line: EFM192B. Synergy scores: synergy=-4.60. (2) Drug 1: COC1CC2CCC(C)C(O)(O2)C(=O)C(=O)N2CCCCC2C(=O)OC(C(C)CC2CCC(OP(C)(C)=O)C(OC)C2)CC(=O)C(C)C=C(C)C(O)C(OC)C(=O)C(C)CC(C)C=CC=CC=C1C. Drug 2: Cn1c(=O)n(-c2ccc(C(C)(C)C#N)cc2)c2c3cc(-c4cnc5ccccc5c4)ccc3ncc21. Cell line: PA1. Synergy scores: synergy=94.7. (3) Drug 1: O=c1[nH]cc(F)c(=O)[nH]1. Drug 2: CCc1cnn2c(NCc3ccc[n+]([O-])c3)cc(N3CCCCC3CCO)nc12. Cell line: NCIH460. Synergy scores: synergy=-7.42. (4) Drug 2: CNC(=O)c1cc(Oc2ccc(NC(=O)Nc3ccc(Cl)c(C(F)(F)F)c3)cc2)ccn1. Synergy scores: synergy=13.7. Cell line: A375. Drug 1: CN1C(=O)C=CC2(C)C3CCC4(C)C(NC(=O)OCC(F)(F)F)CCC4C3CCC12. (5) Drug 1: NC(=O)c1cccc2cn(-c3ccc(C4CCCNC4)cc3)nc12. Drug 2: NC1(c2ccc(-c3nc4ccn5c(=O)[nH]nc5c4cc3-c3ccccc3)cc2)CCC1. Cell line: NCIH2122. Synergy scores: synergy=58.4. (6) Drug 1: COc1cccc2c1C(=O)c1c(O)c3c(c(O)c1C2=O)CC(O)(C(=O)CO)CC3OC1CC(N)C(O)C(C)O1. Drug 2: CNC(=O)c1cc(Oc2ccc(NC(=O)Nc3ccc(Cl)c(C(F)(F)F)c3)cc2)ccn1. Cell line: VCAP. Synergy scores: synergy=-17.3. (7) Drug 1: CCC1=CC2CN(C1)Cc1c([nH]c3ccccc13)C(C(=O)OC)(c1cc3c(cc1OC)N(C)C1C(O)(C(=O)OC)C(OC(C)=O)C4(CC)C=CCN5CCC31C54)C2. Drug 2: NC1(c2ccc(-c3nc4ccn5c(=O)[nH]nc5c4cc3-c3ccccc3)cc2)CCC1. Cell line: NCIH23. Synergy scores: synergy=6.61. (8) Drug 1: CC(=O)OC1C(=O)C2(C)C(O)CC3OCC3(OC(C)=O)C2C(OC(=O)c2ccccc2)C2(O)CC(OC(=O)C(O)C(NC(=O)c3ccccc3)c3ccccc3)C(C)=C1C2(C)C. Drug 2: C#Cc1cccc(Nc2ncnc3cc(OCCOC)c(OCCOC)cc23)c1. Cell line: NCIH2122. Synergy scores: synergy=-7.33. (9) Drug 1: CC1CC2C3CCC4=CC(=O)C=CC4(C)C3(F)C(O)CC2(C)C1(O)C(=O)CO. Drug 2: CCc1cnn2c(NCc3ccc[n+]([O-])c3)cc(N3CCCCC3CCO)nc12. Cell line: MDAMB436. Synergy scores: synergy=2.74. (10) Drug 1: Nc1ccn(C2OC(CO)C(O)C2(F)F)c(=O)n1. Drug 2: O=C(NOCC(O)CO)c1ccc(F)c(F)c1Nc1ccc(I)cc1F. Cell line: OVCAR3. Synergy scores: synergy=3.07.